Dataset: Forward reaction prediction with 1.9M reactions from USPTO patents (1976-2016). Task: Predict the product of the given reaction. (1) Given the reactants [CH:1]12[CH2:10][CH:5]3[CH2:6][CH:7]([CH2:9][CH:3]([CH2:4]3)[CH:2]1[C:11](O)=[O:12])[CH2:8]2.S(Cl)(Cl)=O.[NH2:18][N:19]1[C:28](=[O:29])[C:27]2[C:22](=[CH:23][CH:24]=[CH:25][CH:26]=2)[N:21]=[C:20]1[C:30]1[CH:35]=[CH:34][CH:33]=[CH:32][CH:31]=1.C(N(C(C)C)CC)(C)C, predict the reaction product. The product is: [O:29]=[C:28]1[C:27]2[C:22](=[CH:23][CH:24]=[CH:25][CH:26]=2)[N:21]=[C:20]([C:30]2[CH:35]=[CH:34][CH:33]=[CH:32][CH:31]=2)[N:19]1[NH:18][C:11]([CH:2]1[CH:1]2[CH2:10][CH:5]3[CH2:6][CH:7]([CH2:9][CH:3]1[CH2:4]3)[CH2:8]2)=[O:12]. (2) The product is: [Br:23][C:12]1[N:13]=[C:14]([C:15]2[CH:20]=[CH:19][C:18]([Cl:21])=[CH:17][C:16]=2[Cl:22])[C:9]([O:5][CH2:4][CH2:3][O:2][CH3:1])=[N:10][CH:11]=1. Given the reactants [CH3:1][O:2][CH2:3][CH2:4][OH:5].[H-].[Na+].Br[C:9]1[C:14]([C:15]2[CH:20]=[CH:19][C:18]([Cl:21])=[CH:17][C:16]=2[Cl:22])=[N:13][C:12]([Br:23])=[CH:11][N:10]=1.CCCCCCC, predict the reaction product. (3) Given the reactants [CH3:1][O:2][C:3]([C:5]1[S:6][C:7]([C:14]([OH:16])=O)=[CH:8][C:9]=1[C:10]([F:13])([F:12])[F:11])=[O:4].C(N(CC)CC)C.C(Cl)CCl.C1C=CC2N(O)N=NC=2C=1.[NH:38]1[C:46]2[C:41](=[C:42]([CH2:47][NH2:48])[CH:43]=[CH:44][CH:45]=2)[CH:40]=[CH:39]1, predict the reaction product. The product is: [CH3:1][O:2][C:3]([C:5]1[S:6][C:7]([C:14](=[O:16])[NH:48][CH2:47][C:42]2[CH:43]=[CH:44][CH:45]=[C:46]3[C:41]=2[CH:40]=[CH:39][NH:38]3)=[CH:8][C:9]=1[C:10]([F:11])([F:12])[F:13])=[O:4]. (4) Given the reactants [CH:1]([O:3][CH2:4][CH3:5])=[O:2].C1(=O)[O:10][CH2:9][CH2:8]C1.[H-].[Na+:13].CO, predict the reaction product. The product is: [O:2]=[C:1]1[C:8](=[CH:9][O-:10])[CH2:5][CH2:4][O:3]1.[Na+:13].